From a dataset of NCI-60 drug combinations with 297,098 pairs across 59 cell lines. Regression. Given two drug SMILES strings and cell line genomic features, predict the synergy score measuring deviation from expected non-interaction effect. (1) Drug 1: C1=CC(=CC=C1CCC2=CNC3=C2C(=O)NC(=N3)N)C(=O)NC(CCC(=O)O)C(=O)O. Drug 2: COCCOC1=C(C=C2C(=C1)C(=NC=N2)NC3=CC=CC(=C3)C#C)OCCOC.Cl. Cell line: HCC-2998. Synergy scores: CSS=27.0, Synergy_ZIP=1.65, Synergy_Bliss=-0.0496, Synergy_Loewe=-11.8, Synergy_HSA=-2.24. (2) Drug 2: COC1=NC(=NC2=C1N=CN2C3C(C(C(O3)CO)O)O)N. Cell line: UACC-257. Synergy scores: CSS=13.8, Synergy_ZIP=-2.22, Synergy_Bliss=3.53, Synergy_Loewe=-8.67, Synergy_HSA=0.162. Drug 1: C1=C(C(=O)NC(=O)N1)F. (3) Drug 1: C1=NC2=C(N1)C(=S)N=CN2. Drug 2: C(CC(=O)O)C(=O)CN.Cl. Cell line: EKVX. Synergy scores: CSS=5.81, Synergy_ZIP=-4.08, Synergy_Bliss=-2.78, Synergy_Loewe=-4.68, Synergy_HSA=-2.79. (4) Drug 1: C1=NC(=NC(=O)N1C2C(C(C(O2)CO)O)O)N. Drug 2: CN(CC1=CN=C2C(=N1)C(=NC(=N2)N)N)C3=CC=C(C=C3)C(=O)NC(CCC(=O)O)C(=O)O. Cell line: UACC-257. Synergy scores: CSS=22.6, Synergy_ZIP=0.282, Synergy_Bliss=-0.237, Synergy_Loewe=-40.3, Synergy_HSA=-0.518. (5) Drug 1: CC1OCC2C(O1)C(C(C(O2)OC3C4COC(=O)C4C(C5=CC6=C(C=C35)OCO6)C7=CC(=C(C(=C7)OC)O)OC)O)O. Drug 2: CC1=C(C(=CC=C1)Cl)NC(=O)C2=CN=C(S2)NC3=CC(=NC(=N3)C)N4CCN(CC4)CCO. Cell line: CAKI-1. Synergy scores: CSS=75.9, Synergy_ZIP=-0.194, Synergy_Bliss=-0.0263, Synergy_Loewe=4.37, Synergy_HSA=7.51. (6) Synergy scores: CSS=29.3, Synergy_ZIP=-2.59, Synergy_Bliss=-4.56, Synergy_Loewe=-24.9, Synergy_HSA=-3.54. Drug 2: CC1=C(C=C(C=C1)NC(=O)C2=CC=C(C=C2)CN3CCN(CC3)C)NC4=NC=CC(=N4)C5=CN=CC=C5. Drug 1: C1=CC(=CC=C1CCC2=CNC3=C2C(=O)NC(=N3)N)C(=O)NC(CCC(=O)O)C(=O)O. Cell line: U251. (7) Drug 1: CNC(=O)C1=CC=CC=C1SC2=CC3=C(C=C2)C(=NN3)C=CC4=CC=CC=N4. Drug 2: C(CC(=O)O)C(=O)CN.Cl. Cell line: SK-OV-3. Synergy scores: CSS=7.75, Synergy_ZIP=-3.50, Synergy_Bliss=3.35, Synergy_Loewe=0.415, Synergy_HSA=0.675.